Task: Predict the product of the given reaction.. Dataset: Forward reaction prediction with 1.9M reactions from USPTO patents (1976-2016) (1) Given the reactants [O:1]1[C:5]2[CH:6]=[CH:7][C:8]([CH2:10][CH:11]3[CH2:16][N:15]([C:17]4[C:26]5[C:21](=[CH:22][CH:23]=[C:24]([O:27][CH3:28])[CH:25]=5)[CH:20]=[CH:19][N:18]=4)[CH2:14][CH2:13][N:12]3C(OC(C)(C)C)=O)=[CH:9][C:4]=2[O:3][CH2:2]1.C(=O)([O-])O.[Na+], predict the reaction product. The product is: [O:1]1[C:5]2[CH:6]=[CH:7][C:8]([CH2:10][CH:11]3[NH:12][CH2:13][CH2:14][N:15]([C:17]4[C:26]5[C:21](=[CH:22][CH:23]=[C:24]([O:27][CH3:28])[CH:25]=5)[CH:20]=[CH:19][N:18]=4)[CH2:16]3)=[CH:9][C:4]=2[O:3][CH2:2]1. (2) Given the reactants [CH2:1]([NH:3][C:4]1[CH:9]=[CH:8][CH:7]=[C:6]([F:10])[CH:5]=1)[CH3:2].Br.Br[CH2:13][CH2:14][NH2:15], predict the reaction product. The product is: [CH2:1]([N:3]([C:4]1[CH:9]=[CH:8][CH:7]=[C:6]([F:10])[CH:5]=1)[CH2:13][CH2:14][NH2:15])[CH3:2]. (3) Given the reactants C([O:3][C:4](=O)[CH2:5][C:6]([CH:8]1[CH2:12][CH2:11][CH2:10][CH2:9]1)=O)C.Cl.[NH2:15][C:16]([NH2:18])=[NH:17].CC(C)([O-])C.[K+], predict the reaction product. The product is: [NH2:17][C:16]1[NH:18][C:4](=[O:3])[CH:5]=[C:6]([CH:8]2[CH2:12][CH2:11][CH2:10][CH2:9]2)[N:15]=1. (4) Given the reactants [NH2:1][C:2]1[N:7]=[C:6]([C:8]2[N:12]3[CH:13]=[CH:14][C:15]([CH:17]4[CH2:22][CH2:21][N:20](C(OCC5C=CC=CC=5)=O)[CH2:19][CH2:18]4)=[CH:16][C:11]3=[N:10][C:9]=2[C:33]2[CH:38]=[CH:37][C:36]([F:39])=[CH:35][CH:34]=2)[CH:5]=[CH:4][N:3]=1.[Si](I)(C)(C)C, predict the reaction product. The product is: [F:39][C:36]1[CH:35]=[CH:34][C:33]([C:9]2[N:10]=[C:11]3[CH:16]=[C:15]([CH:17]4[CH2:22][CH2:21][NH:20][CH2:19][CH2:18]4)[CH:14]=[CH:13][N:12]3[C:8]=2[C:6]2[CH:5]=[CH:4][N:3]=[C:2]([NH2:1])[N:7]=2)=[CH:38][CH:37]=1. (5) Given the reactants [H-].C([Al+]CC(C)C)C(C)C.[CH2:11]1[CH2:15][O:14][CH2:13][CH2:12]1.[CH3:16][N:17]([CH2:19][C:20]1C=CC=C[C:21]=1[C:22]#N)[CH3:18], predict the reaction product. The product is: [CH3:16][N:17]([CH2:19][C:20]1[CH:21]=[CH:22][CH:15]=[CH:11][C:12]=1[CH:13]=[O:14])[CH3:18]. (6) Given the reactants [N:1]1([C:7]([N:9]2[CH2:14][CH:13]([C:15]3[CH:20]=[CH:19][C:18]([O:21][C:22]([F:25])([F:24])[F:23])=[CH:17][CH:16]=3)[CH2:12][CH:11]([C:26](O)=[O:27])[CH2:10]2)=[O:8])[CH2:6][CH2:5][O:4][CH2:3][CH2:2]1.O[N:30]=[C:31]([NH2:35])[CH2:32][O:33][CH3:34], predict the reaction product. The product is: [CH3:34][O:33][CH2:32][C:31]1[N:35]=[C:26]([CH:11]2[CH2:12][CH:13]([C:15]3[CH:16]=[CH:17][C:18]([O:21][C:22]([F:24])([F:23])[F:25])=[CH:19][CH:20]=3)[CH2:14][N:9]([C:7]([N:1]3[CH2:6][CH2:5][O:4][CH2:3][CH2:2]3)=[O:8])[CH2:10]2)[O:27][N:30]=1. (7) The product is: [C:18]([O:22][C:23]([N:25]1[CH2:31][CH2:30][CH2:29][N:28]([C:2]2[CH:7]=[CH:6][C:5]([O:8][CH2:9][CH2:10][CH2:11][N:12]3[CH2:17][CH2:16][CH2:15][CH2:14][CH2:13]3)=[CH:4][CH:3]=2)[CH2:27][CH2:26]1)=[O:24])([CH3:21])([CH3:19])[CH3:20]. Given the reactants I[C:2]1[CH:7]=[CH:6][C:5]([O:8][CH2:9][CH2:10][CH2:11][N:12]2[CH2:17][CH2:16][CH2:15][CH2:14][CH2:13]2)=[CH:4][CH:3]=1.[C:18]([O:22][C:23]([N:25]1[CH2:31][CH2:30][CH2:29][NH:28][CH2:27][CH2:26]1)=[O:24])([CH3:21])([CH3:20])[CH3:19], predict the reaction product.